From a dataset of Full USPTO retrosynthesis dataset with 1.9M reactions from patents (1976-2016). Predict the reactants needed to synthesize the given product. (1) The reactants are: [CH3:1][C:2]1([CH3:22])[O:10][C@@H:9]2[C@@H:4]([CH2:5][O:6][C@@:7]3([CH2:16][O:17][S:18]([NH2:21])(=[O:20])=[O:19])[O:13][C:12]([CH3:15])([CH3:14])[O:11][C@H:8]32)[O:3]1.[OH-:23].[Na+:24]. Given the product [CH3:1][C:2]1([CH3:22])[O:10][C@@H:9]2[C@@H:4]([CH2:5][O:6][C@@:7]3([CH2:16][O:17][S:18]([NH-:21])(=[O:20])=[O:19])[O:13][C:12]([CH3:14])([CH3:15])[O:11][C@H:8]32)[O:3]1.[OH2:23].[OH2:3].[OH2:3].[Na+:24], predict the reactants needed to synthesize it. (2) Given the product [ClH:47].[NH2:28][C@@H:24]([CH:25]([CH3:27])[CH3:26])[C:23]([N:12]1[C:13]2[C:18](=[CH:17][CH:16]=[C:15]([C:19]([F:21])([F:20])[F:22])[CH:14]=2)[C:10]([NH:9][C:8]([NH:37][C@@H:38]([CH3:42])[CH2:39][O:40][CH3:41])=[N:7][C:5](=[O:6])[C:4]2[CH:43]=[CH:44][C:45]([F:46])=[C:2]([F:1])[CH:3]=2)=[N:11]1)=[O:36], predict the reactants needed to synthesize it. The reactants are: [F:1][C:2]1[CH:3]=[C:4]([CH:43]=[CH:44][C:45]=1[F:46])[C:5]([N:7]=[C:8]([NH:37][C@@H:38]([CH3:42])[CH2:39][O:40][CH3:41])[NH:9][C:10]1[C:18]2[C:13](=[CH:14][C:15]([C:19]([F:22])([F:21])[F:20])=[CH:16][CH:17]=2)[N:12]([C:23](=[O:36])[C@@H:24]([NH:28]C(=O)OC(C)(C)C)[CH:25]([CH3:27])[CH3:26])[N:11]=1)=[O:6].[ClH:47]. (3) Given the product [F:14][C:11]1[CH:10]=[CH:9][C:8]([NH:3][CH2:4][C:5]([OH:7])=[O:6])=[CH:13][CH:12]=1, predict the reactants needed to synthesize it. The reactants are: C([N:3]([C:8]1[CH:13]=[CH:12][C:11]([F:14])=[CH:10][CH:9]=1)[CH2:4][C:5]([OH:7])=[O:6])C.[Li+].[OH-]. (4) Given the product [OH:7][C:2]1[CH:3]=[CH:4][C:5]([C:2](=[O:7])[CH2:1][CH3:6])=[CH:6][C:1]=1[CH3:12], predict the reactants needed to synthesize it. The reactants are: [C:1]1([CH3:12])[CH:6]=[CH:5][CH:4]=[CH:3][C:2]=1[O:7]C(=O)CC.[Cl-].[Cl-].[Cl-].[Al+3].